This data is from Reaction yield outcomes from USPTO patents with 853,638 reactions. The task is: Predict the reaction yield, written as a fraction of the theoretical maximum amount of product (1.0 means a 100% yield; for example, 0.34 means a 34% yield). (1) The reactants are [C:1]1([S:7]([C:9]2[CH:14]=[CH:13][CH:12]=[CH:11][CH:10]=2)=O)[CH:6]=[CH:5][CH:4]=[CH:3][CH:2]=1.[CH:15]1[C:28]2[C:27](=[O:29])[C:26]3[C:21](=[CH:22][CH:23]=[CH:24][CH:25]=3)[S:20][C:19]=2[CH:18]=[CH:17][CH:16]=1.[F:30][C:31]([F:44])([F:43])[S:32]([O:35]S(C(F)(F)F)(=O)=O)(=[O:34])=[O:33]. The catalyst is ClCCl. The product is [F:30][C:31]([F:44])([F:43])[S:32]([O-:35])(=[O:34])=[O:33].[C:9]1([S+:7]([C:1]2[CH:2]=[CH:3][CH:4]=[CH:5][CH:6]=2)[C:16]2[CH:17]=[CH:18][C:19]3[S:20][C:21]4[C:26](=[CH:25][CH:24]=[CH:23][CH:22]=4)[C:27](=[O:29])[C:28]=3[CH:15]=2)[CH:10]=[CH:11][CH:12]=[CH:13][CH:14]=1. The yield is 0.340. (2) The reactants are [F:1][C:2]1[CH:7]=[CH:6][C:5]([C:8]2[O:9][CH:10]=[C:11]([C:13]([CH3:17])([CH3:16])[CH2:14][NH2:15])[N:12]=2)=[CH:4][CH:3]=1.[CH3:18][O:19][C:20]1[CH:28]=[CH:27][C:26]([C:29]2[N:33]=[C:32]([C:34]([F:37])([F:36])[F:35])[O:31][N:30]=2)=[CH:25][C:21]=1[C:22](O)=[O:23]. No catalyst specified. The product is [F:1][C:2]1[CH:3]=[CH:4][C:5]([C:8]2[O:9][CH:10]=[C:11]([C:13]([CH3:17])([CH3:16])[CH2:14][NH:15][C:22](=[O:23])[C:21]3[CH:25]=[C:26]([C:29]4[N:33]=[C:32]([C:34]([F:37])([F:36])[F:35])[O:31][N:30]=4)[CH:27]=[CH:28][C:20]=3[O:19][CH3:18])[N:12]=2)=[CH:6][CH:7]=1. The yield is 0.360. (3) The reactants are [CH3:1][N:2]1[C:6](=[O:7])[CH2:5][CH2:4][CH:3]1[CH2:8][O:9][C:10]1[CH:11]=[C:12]2[C:17](=[CH:18][CH:19]=1)[CH:16]=[C:15]([C:20]1[C:28]3[C:23](=[CH:24][CH:25]=[C:26]([C:29]#[N:30])[CH:27]=3)[N:22](C3CCCCO3)[N:21]=1)[CH:14]=[CH:13]2.[CH2:37]([OH:39])[CH3:38]. No catalyst specified. The product is [CH2:37]([O:39][C:29]([C:26]1[CH:27]=[C:28]2[C:23](=[CH:24][CH:25]=1)[NH:22][N:21]=[C:20]2[C:15]1[CH:14]=[CH:13][C:12]2[C:17](=[CH:18][CH:19]=[C:10]([O:9][CH2:8][CH:3]3[CH2:4][CH2:5][C:6](=[O:7])[N:2]3[CH3:1])[CH:11]=2)[CH:16]=1)=[NH:30])[CH3:38]. The yield is 1.00. (4) The reactants are [OH:1][C:2]1[C:7]2[C@@:8]3([OH:45])[C@@:21]([O:25][CH3:26])([C@H:22]([OH:24])[CH2:23][C:6]=2[CH:5]=[C:4]([CH3:46])[C:3]=1[C:47]([O:49][CH3:50])=[O:48])[C:20](=[O:27])[C:19]1[C:10](=[CH:11][C:12]2[C:13](=[O:43])[C:14]([NH:30][C@@H:31]4[C@H:36]([O:37][CH3:38])[C@H:35]([OH:39])[C@@H:34]([O:40][CH3:41])[C@H:33]([CH3:42])[O:32]4)=[CH:15][C:16](=[O:29])[C:17]=2[C:18]=1[OH:28])[C:9]3=[O:44].[Br:51]N1C(=O)CCC1=O.C(OOC(=O)C1C=CC=CC=1)(=O)C1C=CC=CC=1. The catalyst is C(Cl)(Cl)Cl. The product is [Br:51][C:5]1[C:6]2[CH2:23][C@@H:22]([OH:24])[C@:21]3([O:25][CH3:26])[C@:8]([OH:45])([C:7]=2[C:2]([OH:1])=[C:3]([C:47]([O:49][CH3:50])=[O:48])[C:4]=1[CH3:46])[C:9](=[O:44])[C:10]1[C:19](=[C:18]([OH:28])[C:17]2[C:16](=[O:29])[CH:15]=[C:14]([NH:30][C@@H:31]4[C@H:36]([O:37][CH3:38])[C@H:35]([OH:39])[C@@H:34]([O:40][CH3:41])[C@H:33]([CH3:42])[O:32]4)[C:13](=[O:43])[C:12]=2[CH:11]=1)[C:20]3=[O:27]. The yield is 0.360. (5) The reactants are C[O:2][C:3](=O)[C:4]1[CH:9]=[CH:8][C:7]([O:10][CH2:11][C:12]2[C:13]([C:18]3[CH:23]=[CH:22][C:21]([Cl:24])=[CH:20][CH:19]=3)=[N:14][O:15][C:16]=2[CH3:17])=[N:6][CH:5]=1.[CH:26]1([CH2:29][NH2:30])[CH2:28][CH2:27]1. No catalyst specified. The product is [Cl:24][C:21]1[CH:20]=[CH:19][C:18]([C:13]2[C:12]([CH2:11][O:10][C:7]3[CH:8]=[CH:9][C:4]([C:3]([NH:30][CH2:29][CH:26]4[CH2:28][CH2:27]4)=[O:2])=[CH:5][N:6]=3)=[C:16]([CH3:17])[O:15][N:14]=2)=[CH:23][CH:22]=1. The yield is 0.700. (6) The reactants are [CH2:1]([N:8]([CH2:30][CH2:31][C:32]1[CH:37]=[CH:36][CH:35]=[CH:34][CH:33]=1)[C:9](=[O:29])[CH2:10][C:11]1[CH:28]=[CH:27][C:14]([O:15][CH2:16][C:17]2[CH:26]=[CH:25][CH:24]=[CH:23][C:18]=2[C:19]([O:21]C)=[O:20])=[CH:13][CH:12]=1)[CH2:2][CH2:3][CH2:4][CH2:5][CH2:6][CH3:7].[OH-].[K+]. The catalyst is CCO. The product is [CH2:1]([N:8]([CH2:30][CH2:31][C:32]1[CH:37]=[CH:36][CH:35]=[CH:34][CH:33]=1)[C:9](=[O:29])[CH2:10][C:11]1[CH:12]=[CH:13][C:14]([O:15][CH2:16][C:17]2[CH:26]=[CH:25][CH:24]=[CH:23][C:18]=2[C:19]([OH:21])=[O:20])=[CH:27][CH:28]=1)[CH2:2][CH2:3][CH2:4][CH2:5][CH2:6][CH3:7]. The yield is 0.303. (7) The reactants are [ClH:1].[CH:2]1([S:5]([NH:8][C:9]([C@@:11]23[CH2:26][C@H:25]2[CH:24]=[CH:23][CH2:22][CH2:21][C@@H:20]([CH3:27])[CH2:19][C@@H:18]([CH3:28])[C@H:17]([NH:29]C(=O)OC(C)(C)C)[C:16](=[O:37])[N:15]2[CH2:38][C@H:39]([O:41][C:42]4[C:51]5[C:46](=[CH:47][CH:48]=[CH:49][CH:50]=5)[C:45]([O:52][CH3:53])=[CH:44][N:43]=4)[CH2:40][C@H:14]2[C:13](=[O:54])[NH:12]3)=[O:10])(=[O:7])=[O:6])[CH2:4][CH2:3]1. The catalyst is O1CCOCC1. The product is [ClH:1].[NH2:29][C@@H:17]1[C:16](=[O:37])[N:15]2[CH2:38][C@H:39]([O:41][C:42]3[C:51]4[C:46](=[CH:47][CH:48]=[CH:49][CH:50]=4)[C:45]([O:52][CH3:53])=[CH:44][N:43]=3)[CH2:40][C@H:14]2[C:13](=[O:54])[NH:12][C@:11]2([C:9]([NH:8][S:5]([CH:2]3[CH2:3][CH2:4]3)(=[O:6])=[O:7])=[O:10])[CH2:26][C@H:25]2[CH:24]=[CH:23][CH2:22][CH2:21][C@@H:20]([CH3:27])[CH2:19][C@H:18]1[CH3:28]. The yield is 0.960.